Regression. Given two drug SMILES strings and cell line genomic features, predict the synergy score measuring deviation from expected non-interaction effect. From a dataset of NCI-60 drug combinations with 297,098 pairs across 59 cell lines. (1) Drug 1: COC1=C(C=C2C(=C1)N=CN=C2NC3=CC(=C(C=C3)F)Cl)OCCCN4CCOCC4. Drug 2: C1=CN(C(=O)N=C1N)C2C(C(C(O2)CO)O)O.Cl. Cell line: 786-0. Synergy scores: CSS=35.9, Synergy_ZIP=-12.2, Synergy_Bliss=-5.99, Synergy_Loewe=-3.55, Synergy_HSA=-2.16. (2) Drug 1: C1CC(=O)NC(=O)C1N2CC3=C(C2=O)C=CC=C3N. Drug 2: C1=NC2=C(N=C(N=C2N1C3C(C(C(O3)CO)O)O)F)N. Cell line: HOP-92. Synergy scores: CSS=4.04, Synergy_ZIP=-4.04, Synergy_Bliss=1.46, Synergy_Loewe=1.14, Synergy_HSA=1.33.